From a dataset of Catalyst prediction with 721,799 reactions and 888 catalyst types from USPTO. Predict which catalyst facilitates the given reaction. (1) Reactant: C[O-].[Na+].[Cl:4][CH2:5][C:6]1([CH3:25])[O:10][N:9]=[C:8]([S:11][CH2:12][C:13]2[C:14]([C:21]([F:24])([F:23])[F:22])=[N:15][N:16]([CH2:19][CH3:20])[C:17]=2F)[CH2:7]1.O.[C:27](OCC)(=[O:29])C. Product: [Cl:4][CH2:5][C:6]1([CH3:25])[O:10][N:9]=[C:8]([S:11][CH2:12][C:13]2[C:14]([C:21]([F:24])([F:23])[F:22])=[N:15][N:16]([CH2:19][CH3:20])[C:17]=2[O:29][CH3:27])[CH2:7]1. The catalyst class is: 5. (2) Reactant: [C:1]([O:5][C:6](=[O:31])[CH2:7][C@@H:8]([C:16](N1[C@H](C)[C@H](C2C=CC=CC=2)OC1=O)=[O:17])[CH2:9][C@H:10]([CH3:15])[CH2:11][CH2:12][CH2:13][CH3:14])([CH3:4])([CH3:3])[CH3:2].[OH:32]O. Product: [C:1]([O:5][C:6](=[O:31])[CH2:7][C@H:8]([CH2:9][C@H:10]([CH3:15])[CH2:11][CH2:12][CH2:13][CH3:14])[C:16]([OH:17])=[O:32])([CH3:2])([CH3:3])[CH3:4]. The catalyst class is: 1. (3) Reactant: [Cl:1][C:2]1[C:3](=[O:29])[N:4]([C:18]2[CH:23]=[C:22]([C:24](=O)[C:25]#[CH:26])[CH:21]=[CH:20][C:19]=2[CH3:28])[C:5]([CH3:17])=[N:6][C:7]=1[O:8][CH2:9][C:10]1[CH:15]=[CH:14][CH:13]=[C:12]([CH3:16])[CH:11]=1.Cl.[OH:31][C:32]([CH3:37])([CH3:36])[C:33]([NH2:35])=[NH:34].C(=O)([O-])[O-].[K+].[K+]. Product: [Cl:1][C:2]1[C:3](=[O:29])[N:4]([C:18]2[CH:23]=[C:22]([C:24]3[CH:25]=[CH:26][N:35]=[C:33]([C:32]([OH:31])([CH3:37])[CH3:36])[N:34]=3)[CH:21]=[CH:20][C:19]=2[CH3:28])[C:5]([CH3:17])=[N:6][C:7]=1[O:8][CH2:9][C:10]1[CH:15]=[CH:14][CH:13]=[C:12]([CH3:16])[CH:11]=1. The catalyst class is: 10. (4) Reactant: [CH2:1]([N:8]1[CH2:13][CH2:12][CH:11]([C:14]([O:16]CC)=O)[CH2:10][CH2:9]1)[C:2]1[CH:7]=[CH:6][CH:5]=[CH:4][CH:3]=1.Cl.[CH3:20][NH:21][O:22][CH3:23].C([Mg]Cl)(C)C. Product: [CH2:1]([N:8]1[CH2:9][CH2:10][CH:11]([C:14]([N:21]([O:22][CH3:23])[CH3:20])=[O:16])[CH2:12][CH2:13]1)[C:2]1[CH:3]=[CH:4][CH:5]=[CH:6][CH:7]=1. The catalyst class is: 1. (5) Reactant: [C:9](O[C:9]([O:11][C:12]([CH3:15])([CH3:14])[CH3:13])=[O:10])([O:11][C:12]([CH3:15])([CH3:14])[CH3:13])=[O:10].[CH3:16][O:17][C:18](=[O:39])[CH2:19][C:20]1[CH:25]=[CH:24][C:23]([O:26][CH3:27])=[C:22]([CH2:28][NH:29][CH2:30][CH2:31][C:32]2[CH:37]=[CH:36][CH:35]=[CH:34][C:33]=2[F:38])[CH:21]=1. Product: [CH3:16][O:17][C:18](=[O:39])[CH2:19][C:20]1[CH:25]=[CH:24][C:23]([O:26][CH3:27])=[C:22]([CH2:28][N:29]([C:9]([O:11][C:12]([CH3:13])([CH3:14])[CH3:15])=[O:10])[CH2:30][CH2:31][C:32]2[CH:37]=[CH:36][CH:35]=[CH:34][C:33]=2[F:38])[CH:21]=1. The catalyst class is: 4. (6) Reactant: [Si]([O:8][C@H:9]1[CH2:31][CH2:30][C@@:29]2([CH3:32])[C@@H:11]([CH2:12][CH2:13][C:14]3[C:15]4[C@:25]([CH3:33])([CH2:26][CH2:27][C:28]=32)[C@@H:18]([C@H:19]([CH3:24])[CH2:20]CCO)[CH2:17][CH:16]=4)[C:10]1([CH3:35])[CH3:34])(C(C)(C)C)(C)C.[C:36]([O:39][C:40](=O)[CH3:41])(=[O:38])[CH3:37]. Product: [CH3:35][C:10]1([CH3:34])[C@@H:9]([OH:8])[CH2:31][CH2:30][C@@:29]2([CH3:32])[C@H:11]1[CH2:12][CH2:13][C:14]1[C:15]3[C@:25]([CH3:33])([CH2:26][CH2:27][C:28]=12)[C@@H:18]([C@H:19]([CH3:24])[CH2:20][CH2:41][CH2:40][O:39][C:36](=[O:38])[CH3:37])[CH2:17][CH:16]=3. The catalyst class is: 17. (7) Reactant: [Cl:1][C:2]1[CH:3]=[C:4]([CH:8]=[CH:9][N:10]=1)[C:5](Cl)=[O:6].[NH2:11][C:12]1[CH:17]=[CH:16][CH:15]=[CH:14][CH:13]=1.CCN(C(C)C)C(C)C.O. Product: [Cl:1][C:2]1[CH:3]=[C:4]([CH:8]=[CH:9][N:10]=1)[C:5]([NH:11][C:12]1[CH:17]=[CH:16][CH:15]=[CH:14][CH:13]=1)=[O:6]. The catalyst class is: 26.